From a dataset of Forward reaction prediction with 1.9M reactions from USPTO patents (1976-2016). Predict the product of the given reaction. Given the reactants [N:1]([C:4]([C:7]1[CH:8]=[C:9]2[C:14](=[CH:15][CH:16]=1)[N:13]=[CH:12][CH:11]=[CH:10]2)([CH3:6])[CH3:5])=[N+]=[N-].[H][H], predict the reaction product. The product is: [N:13]1[C:14]2[C:9](=[CH:8][C:7]([C:4]([NH2:1])([CH3:5])[CH3:6])=[CH:16][CH:15]=2)[CH:10]=[CH:11][CH:12]=1.